From a dataset of Full USPTO retrosynthesis dataset with 1.9M reactions from patents (1976-2016). Predict the reactants needed to synthesize the given product. (1) Given the product [CH2:1]([O:8][C:9]1[C:10]([CH2:27][N:39]2[CH2:38][CH2:37][N:36]([C:29]([O:31][C:32]([CH3:35])([CH3:34])[CH3:33])=[O:30])[CH2:41][CH2:40]2)=[C:11]2[C:15](=[CH:16][CH:17]=1)[N:14]([S:18]([C:21]1[CH:26]=[CH:25][CH:24]=[CH:23][CH:22]=1)(=[O:19])=[O:20])[CH:13]=[CH:12]2)[C:2]1[CH:3]=[CH:4][CH:5]=[CH:6][CH:7]=1, predict the reactants needed to synthesize it. The reactants are: [CH2:1]([O:8][C:9]1[CH:17]=[CH:16][C:15]2[N:14]([S:18]([C:21]3[CH:26]=[CH:25][CH:24]=[CH:23][CH:22]=3)(=[O:20])=[O:19])[CH:13]=[CH:12][C:11]=2[C:10]=1[CH:27]=O)[C:2]1[CH:7]=[CH:6][CH:5]=[CH:4][CH:3]=1.[C:29]([N:36]1[CH2:41][CH2:40][NH:39][CH2:38][CH2:37]1)([O:31][C:32]([CH3:35])([CH3:34])[CH3:33])=[O:30].[BH-](OC(C)=O)(OC(C)=O)OC(C)=O.[Na+].CC(O)=O. (2) Given the product [CH3:22][C:21]1[S:23][C:2]2[CH2:7][N:6]([S:8]([C:11]3[CH:17]=[CH:16][C:14]([CH3:15])=[CH:13][CH:12]=3)(=[O:10])=[O:9])[CH2:5][C:4]([CH3:19])([CH3:18])[C:3]=2[N:24]=1, predict the reactants needed to synthesize it. The reactants are: Br[CH:2]1[CH2:7][N:6]([S:8]([C:11]2[CH:17]=[CH:16][C:14]([CH3:15])=[CH:13][CH:12]=2)(=[O:10])=[O:9])[CH2:5][C:4]([CH3:19])([CH3:18])[C:3]1=O.[C:21]([NH2:24])(=[S:23])[CH3:22]. (3) The reactants are: CN1CCOCC1.[N:8]1[CH:13]=[CH:12][CH:11]=[CH:10][C:9]=1[C:14]1[N:19]=[CH:18][C:17]([C:20]([OH:22])=O)=[CH:16][N:15]=1.Cl.[NH2:24][C@@H:25]([C:27]1[CH:28]=[C:29]([CH:32]=[CH:33][CH:34]=1)[C:30]#[N:31])[CH3:26].[Cl-].COC1N=C(OC)N=C([N+]2(C)CCOCC2)N=1. Given the product [C:30]([C:29]1[CH:28]=[C:27]([C@H:25]([NH:24][C:20]([C:17]2[CH:18]=[N:19][C:14]([C:9]3[CH:10]=[CH:11][CH:12]=[CH:13][N:8]=3)=[N:15][CH:16]=2)=[O:22])[CH3:26])[CH:34]=[CH:33][CH:32]=1)#[N:31], predict the reactants needed to synthesize it. (4) The reactants are: Cl[C:2]1[N:7]=[C:6]([N:8]2[C:12]([CH:14]3[CH2:16][CH2:15]3)([CH3:13])[CH2:11][O:10][C:9]2=[O:17])[CH:5]=[CH:4][N:3]=1.[F:18][C:19]1[CH:24]=[CH:23][C:22]([C@@H:25]([NH2:27])[CH3:26])=[CH:21][CH:20]=1.CCOC(C)=O. Given the product [CH:14]1([C@@:12]2([CH3:13])[CH2:11][O:10][C:9](=[O:17])[N:8]2[C:6]2[CH:5]=[CH:4][N:3]=[C:2]([NH:27][C@H:25]([C:22]3[CH:23]=[CH:24][C:19]([F:18])=[CH:20][CH:21]=3)[CH3:26])[N:7]=2)[CH2:16][CH2:15]1.[CH:14]1([C@:12]2([CH3:13])[CH2:11][O:10][C:9](=[O:17])[N:8]2[C:6]2[CH:5]=[CH:4][N:3]=[C:2]([NH:27][C@H:25]([C:22]3[CH:23]=[CH:24][C:19]([F:18])=[CH:20][CH:21]=3)[CH3:26])[N:7]=2)[CH2:16][CH2:15]1, predict the reactants needed to synthesize it. (5) Given the product [Br:1][C:2]1[N:7]=[C:6]([NH:19][C:16]2[CH:15]=[C:14]([C:10]([CH3:13])([CH3:12])[CH3:11])[NH:18][N:17]=2)[C:5]([Cl:9])=[CH:4][N:3]=1, predict the reactants needed to synthesize it. The reactants are: [Br:1][C:2]1[N:7]=[C:6](Br)[C:5]([Cl:9])=[CH:4][N:3]=1.[C:10]([C:14]1[NH:18][N:17]=[C:16]([NH2:19])[CH:15]=1)([CH3:13])([CH3:12])[CH3:11].O.CC(=O)OCC. (6) Given the product [CH3:1][O:2][C:3]1[CH:8]=[CH:7][CH:6]=[CH:5][C:4]=1[C:9]1[CH:14]=[CH:13][CH:12]=[C:11]([C:15]([NH:53][CH2:52][CH2:51][C:48]2[CH:49]=[CH:50][C:45]([C:42]3[N:43]=[CH:44][N:40]([C:37]4[CH:38]=[CH:39][C:34]([O:33][C:32]([F:31])([F:55])[F:54])=[CH:35][CH:36]=4)[N:41]=3)=[CH:46][CH:47]=2)=[O:17])[CH:10]=1, predict the reactants needed to synthesize it. The reactants are: [CH3:1][O:2][C:3]1[CH:8]=[CH:7][CH:6]=[CH:5][C:4]=1[C:9]1[CH:14]=[CH:13][CH:12]=[C:11]([C:15]([OH:17])=O)[CH:10]=1.C(Cl)(=O)C(Cl)=O.FC(F)(F)C([O-])=O.[F:31][C:32]([F:55])([F:54])[O:33][C:34]1[CH:39]=[CH:38][C:37]([N:40]2[CH:44]=[N:43][C:42]([C:45]3[CH:50]=[CH:49][C:48]([CH2:51][CH2:52][NH3+:53])=[CH:47][CH:46]=3)=[N:41]2)=[CH:36][CH:35]=1.C(N(C(C)C)CC)(C)C. (7) Given the product [CH3:11][C:5]1([CH2:4][CH2:3][OH:2])[CH2:10][CH2:9][CH2:8][CH2:7][CH2:6]1, predict the reactants needed to synthesize it. The reactants are: C[O:2][C:3](=O)[CH2:4][C:5]1([CH3:11])[CH2:10][CH2:9][CH2:8][CH2:7][CH2:6]1.[H-].[H-].[H-].[H-].[Li+].[Al+3].